This data is from Forward reaction prediction with 1.9M reactions from USPTO patents (1976-2016). The task is: Predict the product of the given reaction. (1) Given the reactants [Cl:1][C:2]1[CH:10]=[C:9]2[C:5]([CH:6]([CH:12]([CH3:14])[CH3:13])[NH:7][C:8]2=[O:11])=[CH:4][CH:3]=1.[H-].[Na+].Br[CH2:18][C:19]1[CH:24]=[CH:23][C:22]([C:25]([F:28])([F:27])[F:26])=[CH:21][CH:20]=1.[NH4+].[Cl-], predict the reaction product. The product is: [Cl:1][C:2]1[CH:10]=[C:9]2[C:5]([CH:6]([CH:12]([CH3:14])[CH3:13])[N:7]([CH2:18][C:19]3[CH:20]=[CH:21][C:22]([C:25]([F:26])([F:27])[F:28])=[CH:23][CH:24]=3)[C:8]2=[O:11])=[CH:4][CH:3]=1. (2) Given the reactants [CH2:1]([N:8]1[C:15](=O)[CH2:14][O:13][CH2:12][C:9]21[CH2:11][CH2:10]2)[C:2]1[CH:7]=[CH:6][CH:5]=[CH:4][CH:3]=1.[H-].[Al+3].[Li+].[H-].[H-].[H-].[F-].[Na+].O, predict the reaction product. The product is: [CH2:1]([N:8]1[CH2:15][CH2:14][O:13][CH2:12][C:9]21[CH2:10][CH2:11]2)[C:2]1[CH:3]=[CH:4][CH:5]=[CH:6][CH:7]=1. (3) Given the reactants [NH2:1][C:2]1[CH:7]=[C:6]([C:8]([CH3:11])([CH3:10])[CH3:9])[CH:5]=[CH:4][C:3]=1[NH:12][C:13](=O)[CH2:14][CH2:15][CH2:16][CH2:17][N:18]([CH2:22][C@@H:23]1[C@@H:30]2[C@@H:26]([O:27][C:28]([CH3:32])([CH3:31])[O:29]2)[C@H:25]([N:33]2[C:37]3[N:38]=[CH:39][N:40]=[C:41]([NH:42][CH2:43][C:44]4[CH:49]=[CH:48][C:47]([O:50][CH3:51])=[CH:46][C:45]=4[O:52][CH3:53])[C:36]=3[CH:35]=[CH:34]2)[O:24]1)[CH:19]([CH3:21])[CH3:20], predict the reaction product. The product is: [C:8]([C:6]1[CH:5]=[CH:4][C:3]2[NH:12][C:13]([CH2:14][CH2:15][CH2:16][CH2:17][N:18]([CH2:22][C@@H:23]3[C@H:30]4[O:29][C:28]([CH3:31])([CH3:32])[O:27][C@H:26]4[C@H:25]([N:33]4[C:37]5[N:38]=[CH:39][N:40]=[C:41]([NH:42][CH2:43][C:44]6[CH:49]=[CH:48][C:47]([O:50][CH3:51])=[CH:46][C:45]=6[O:52][CH3:53])[C:36]=5[CH:35]=[CH:34]4)[O:24]3)[CH:19]([CH3:21])[CH3:20])=[N:1][C:2]=2[CH:7]=1)([CH3:9])([CH3:11])[CH3:10]. (4) Given the reactants C([SiH2][O:6][C:7](C)(C)[CH:8]1[O:12][C:11](=[O:13])[N:10]([C:14]2[CH:19]=[CH:18][C:17]([C:20]3[CH:21]=[N:22][C:23]([N:26]4[CH2:32][CH2:31][CH2:30][N:29]([CH2:33][C:34]5([CH3:45])[O:38][C:37]6=[N:39][C:40]([N+:42]([O-:44])=[O:43])=[CH:41][N:36]6[CH2:35]5)[CH2:28][CH2:27]4)=[N:24][CH:25]=3)=[C:16]([F:46])[CH:15]=2)[CH2:9]1)(C)(C)C.CCCC[N+](CCCC)(CCCC)CCCC.[F-], predict the reaction product. The product is: [F:46][C:16]1[CH:15]=[C:14]([N:10]2[CH2:9][CH:8]([CH2:7][OH:6])[O:12][C:11]2=[O:13])[CH:19]=[CH:18][C:17]=1[C:20]1[CH:25]=[N:24][C:23]([N:26]2[CH2:32][CH2:31][CH2:30][N:29]([CH2:33][C:34]3([CH3:45])[O:38][C:37]4=[N:39][C:40]([N+:42]([O-:44])=[O:43])=[CH:41][N:36]4[CH2:35]3)[CH2:28][CH2:27]2)=[N:22][CH:21]=1. (5) The product is: [CH3:18][O:19][C:20]1[CH:21]=[C:22]([S:26][CH2:28][CH2:29][CH2:30][CH2:31][CH2:32][CH2:33][CH2:34][CH2:35][CH2:36][C:37]([OH:39])=[O:38])[CH:23]=[CH:24][CH:25]=1. Given the reactants CC1C=CC(C)=CC=1SCCCCCC(O)=O.[CH3:18][O:19][C:20]1[CH:21]=[C:22]([SH:26])[CH:23]=[CH:24][CH:25]=1.Br[CH2:28][CH2:29][CH2:30][CH2:31][CH2:32][CH2:33][CH2:34][CH2:35][CH2:36][C:37]([O:39]CC)=[O:38].[OH-].[K+], predict the reaction product. (6) The product is: [CH:1]1([NH:7][C:28]([C:17]2[N:18]([CH3:27])[C:19]([C:20]3[CH:25]=[CH:24][C:23]([Cl:26])=[CH:22][CH:21]=3)=[C:15]([C:12]3[CH:11]=[CH:10][C:9]([Cl:8])=[CH:14][CH:13]=3)[N:16]=2)=[O:29])[CH2:6][CH2:5][CH2:4][CH2:3][CH2:2]1. Given the reactants [CH:1]1([NH2:7])[CH2:6][CH2:5][CH2:4][CH2:3][CH2:2]1.[Cl:8][C:9]1[CH:14]=[CH:13][C:12]([C:15]2[N:16]=[C:17]([C:28](O)=[O:29])[N:18]([CH3:27])[C:19]=2[C:20]2[CH:25]=[CH:24][C:23]([Cl:26])=[CH:22][CH:21]=2)=[CH:11][CH:10]=1, predict the reaction product.